Dataset: Full USPTO retrosynthesis dataset with 1.9M reactions from patents (1976-2016). Task: Predict the reactants needed to synthesize the given product. (1) Given the product [F:23][C:19]1[CH:20]=[CH:21][CH:22]=[C:2]([F:1])[C:3]=1[CH2:4][O:5][C:6]1[C:7]2[N:8]([C:12]([C:16]([NH:53][C:54]3([CH2:58][OH:59])[CH2:57][CH2:56][CH2:55]3)=[O:17])=[C:13]([CH3:15])[N:14]=2)[CH:9]=[CH:10][CH:11]=1, predict the reactants needed to synthesize it. The reactants are: [F:1][C:2]1[CH:22]=[CH:21][CH:20]=[C:19]([F:23])[C:3]=1[CH2:4][O:5][C:6]1[C:7]2[N:8]([C:12]([C:16](O)=[O:17])=[C:13]([CH3:15])[N:14]=2)[CH:9]=[CH:10][CH:11]=1.F[B-](F)(F)F.N1(O[C+](N(C)C)N(C)C)C2C=CC=CC=2N=N1.CN1CCOCC1.[NH2:53][C:54]1([CH2:58][OH:59])[CH2:57][CH2:56][CH2:55]1. (2) Given the product [Br:1][C:2]1[CH:7]=[CH:6][C:5]([C:8]2[N:21]=[C:22]([C:23]3[CH:28]=[CH:27][C:26]([F:29])=[C:25]([F:30])[CH:24]=3)[O:31][C:9]=2[C@@H:11]2[CH2:16][CH2:15][CH2:14][CH2:13][C@H:12]2[C:17]([O:19][CH3:20])=[O:18])=[CH:4][CH:3]=1, predict the reactants needed to synthesize it. The reactants are: [Br:1][C:2]1[CH:7]=[CH:6][C:5]([CH:8]([NH:21][C:22](=[O:31])[C:23]2[CH:28]=[CH:27][C:26]([F:29])=[C:25]([F:30])[CH:24]=2)[C:9]([C@@H:11]2[CH2:16][CH2:15][CH2:14][CH2:13][C@H:12]2[C:17]([O:19][CH3:20])=[O:18])=O)=[CH:4][CH:3]=1. (3) The reactants are: FC(F)(F)C1C=C(NC(=O)NC2C=CC(C3SC(CCC(OC)=O)=NC=3)=CC=2)C=CC=1.[NH2:32][C:33]1[CH:38]=[CH:37][C:36]([C:39]2[S:43][C:42]([CH2:44][CH2:45][NH:46][C:47](=[O:53])[O:48][C:49]([CH3:52])([CH3:51])[CH3:50])=[N:41][CH:40]=2)=[CH:35][CH:34]=1.[F:54][C:55]1[CH:56]=[C:57]([N:62]=[C:63]=[O:64])[CH:58]=[C:59]([F:61])[CH:60]=1. Given the product [F:54][C:55]1[CH:56]=[C:57]([NH:62][C:63](=[O:64])[NH:32][C:33]2[CH:38]=[CH:37][C:36]([C:39]3[S:43][C:42]([CH2:44][CH2:45][NH:46][C:47](=[O:53])[O:48][C:49]([CH3:50])([CH3:52])[CH3:51])=[N:41][CH:40]=3)=[CH:35][CH:34]=2)[CH:58]=[C:59]([F:61])[CH:60]=1, predict the reactants needed to synthesize it. (4) Given the product [CH2:42]([N:41]1[CH2:40][CH2:8][CH:7]([CH2:6][CH2:5][CH2:9][CH2:10][N:11]2[C:19]([O:20][CH3:21])=[N:18][C:17]3[C:12]2=[N:13][C:14]([O:23][C@@H:24]([CH3:28])[CH2:25][CH2:26][CH3:27])=[N:15][C:16]=3[NH2:22])[CH2:45][CH2:44]1)[CH3:38], predict the reactants needed to synthesize it. The reactants are: C(N1[CH2:8][CH2:7][CH2:6][CH:5]([CH2:9][CH2:10][N:11]2[C:19]([O:20][CH3:21])=[N:18][C:17]3[C:12]2=[N:13][C:14]([O:23][C@@H:24]([CH3:28])[CH2:25][CH2:26][CH3:27])=[N:15][C:16]=3[NH2:22])C1)C.C[C@H](OC1N=[C:42]2[C:38](N=[C:40](OC)[N:41]2[CH2:44][CH2:45]CCC2CCNCC2)=C(N)N=1)CCC.ICC. (5) Given the product [OH:12][CH2:11][C:10]1[CH:14]=[CH:15][C:16]([CH3:17])=[C:8]([OH:7])[CH:9]=1, predict the reactants needed to synthesize it. The reactants are: B.C1COCC1.[OH:7][C:8]1[CH:9]=[C:10]([CH:14]=[CH:15][C:16]=1[CH3:17])[C:11](O)=[O:12].B(OC)(OC)OC.O. (6) Given the product [Cl:1][C:2]1[C:7]([C:8]2[N:9]=[C:10]([N:20]3[CH2:21][CH2:22][O:23][CH2:24][CH2:25]3)[S:11][C:12]=2[C:13]2[CH:18]=[CH:17][N:16]=[C:15]([NH:42][CH2:38][CH:39]([CH3:41])[CH3:40])[N:14]=2)=[CH:6][CH:5]=[CH:4][C:3]=1[NH:26][S:27]([C:30]1[C:31]([F:37])=[CH:32][CH:33]=[CH:34][C:35]=1[F:36])(=[O:29])=[O:28], predict the reactants needed to synthesize it. The reactants are: [Cl:1][C:2]1[C:7]([C:8]2[N:9]=[C:10]([N:20]3[CH2:25][CH2:24][O:23][CH2:22][CH2:21]3)[S:11][C:12]=2[C:13]2[CH:18]=[CH:17][N:16]=[C:15](Cl)[N:14]=2)=[CH:6][CH:5]=[CH:4][C:3]=1[NH:26][S:27]([C:30]1[C:35]([F:36])=[CH:34][CH:33]=[CH:32][C:31]=1[F:37])(=[O:29])=[O:28].[CH2:38]([NH2:42])[CH:39]([CH3:41])[CH3:40]. (7) Given the product [CH2:9]([N:11]([CH2:12][CH3:13])[C:2]1[CH:7]=[CH:6][C:5]([I:8])=[CH:4][N:3]=1)[CH3:10], predict the reactants needed to synthesize it. The reactants are: Cl[C:2]1[CH:7]=[CH:6][C:5]([I:8])=[CH:4][N:3]=1.[CH2:9]([NH:11][CH2:12][CH3:13])[CH3:10]. (8) The reactants are: [F:1][C:2]1[CH:3]=[C:4]([CH:24]=[CH:25][CH:26]=1)[CH:5]=[C:6]1[CH2:12][CH:11]2[N:13](C(OCC3C=CC=CC=3)=O)[CH:8]([CH2:9][CH2:10]2)[CH2:7]1. Given the product [F:1][C:2]1[CH:3]=[C:4]([CH:24]=[CH:25][CH:26]=1)[CH2:5][CH:6]1[CH2:12][CH:11]2[NH:13][CH:8]([CH2:9][CH2:10]2)[CH2:7]1, predict the reactants needed to synthesize it. (9) The reactants are: [F:1][C:2]1[CH:11]=[C:10]2[C:5]([C:6](=O)[CH2:7][C:8]([CH3:13])([CH3:12])[O:9]2)=[CH:4][CH:3]=1.Cl.O([NH2:18])C.N1C=CC=CC=1. Given the product [F:1][C:2]1[CH:11]=[C:10]2[C:5]([CH:6]([NH2:18])[CH2:7][C:8]([CH3:13])([CH3:12])[O:9]2)=[CH:4][CH:3]=1, predict the reactants needed to synthesize it. (10) Given the product [C:42]([C:43]1[C:8]([F:11])=[C:7]([NH:12][C:13]([C:26]2[CH:27]=[CH:28][CH:29]=[CH:30][CH:31]=2)([C:20]2[CH:25]=[CH:24][CH:23]=[CH:22][CH:21]=2)[C:14]2[CH:19]=[CH:18][CH:17]=[CH:16][CH:15]=2)[CH:6]=[C:5]([CH:4]([O:3][CH2:1][CH3:2])[O:32][CH2:33][CH3:34])[N:44]=1)([CH3:46])([CH3:45])[CH3:41], predict the reactants needed to synthesize it. The reactants are: [CH2:1]([O:3][CH:4]([O:32][CH2:33][CH3:34])[C:5]#[C:6][C:7](=[N:12][C:13]([C:26]1[CH:31]=[CH:30][CH:29]=[CH:28][CH:27]=1)([C:20]1[CH:25]=[CH:24][CH:23]=[CH:22][CH:21]=1)[C:14]1[CH:19]=[CH:18][CH:17]=[CH:16][CH:15]=1)[C:8]([F:11])(F)F)[CH3:2].C(=O)([O-])[O-].[Cs+].[Cs+].[CH3:41][C:42]([CH3:46])([CH3:45])[CH2:43][NH2:44].